Dataset: Full USPTO retrosynthesis dataset with 1.9M reactions from patents (1976-2016). Task: Predict the reactants needed to synthesize the given product. (1) Given the product [CH2:19]([O:18][C:16](=[O:17])[CH:15]([O:7][C:1]1[CH:6]=[CH:5][CH:4]=[CH:3][CH:2]=1)[CH3:21])[CH3:20], predict the reactants needed to synthesize it. The reactants are: [C:1]1([OH:7])[CH:6]=[CH:5][CH:4]=[CH:3][CH:2]=1.C(=O)([O-])[O-].[K+].[K+].Br[CH:15]([CH3:21])[C:16]([O:18][CH2:19][CH3:20])=[O:17]. (2) Given the product [CH3:34][N:33]([CH2:32][C:31]1[NH:30][N:29]=[C:6]([C:7]2[CH:8]=[C:9]3[C:13](=[CH:14][CH:15]=2)[NH:12][N:11]=[C:10]3[C:16]2[CH:17]=[C:18]([NH:22][C:23](=[O:28])[CH2:24][CH:25]([CH3:26])[CH3:27])[CH:19]=[CH:20][CH:21]=2)[N:5]=1)[CH3:35], predict the reactants needed to synthesize it. The reactants are: Cl.C(O[N:5]=[CH:6][C:7]1[CH:8]=[C:9]2[C:13](=[CH:14][CH:15]=1)[NH:12][N:11]=[C:10]2[C:16]1[CH:17]=[C:18]([NH:22][C:23](=[O:28])[CH2:24][CH:25]([CH3:27])[CH3:26])[CH:19]=[CH:20][CH:21]=1)C.[NH2:29][NH:30][C:31](=O)[CH2:32][N:33]([CH3:35])[CH3:34].C[O-].[Na+].